From a dataset of Reaction yield outcomes from USPTO patents with 853,638 reactions. Predict the reaction yield, written as a fraction of the theoretical maximum amount of product (1.0 means a 100% yield; for example, 0.34 means a 34% yield). (1) The reactants are [Cl:1][C:2]1[CH:32]=[CH:31][C:5]([CH2:6][N:7]2[C:12](=[N:13][C:14]3[CH:19]=[CH:18][C:17](I)=[C:16]([CH3:21])[CH:15]=3)[NH:11][C:10](=[O:22])[N:9]([CH2:23][C@@H:24]([C:26]([O:28][CH3:29])=[O:27])[CH3:25])[C:8]2=[O:30])=[CH:4][CH:3]=1.[C:33]([CH:35]1[CH2:37][CH2:36]1)#[CH:34].C(N(CC)CC)C.C(O)(=O)CC(CC(O)=O)(C(O)=O)O. The catalyst is C1(C=CC=CC=1)[P](C1C=CC=CC=1)(C1C=CC=CC=1)[Pd][P](C1C=CC=CC=1)(C1C=CC=CC=1)C1C=CC=CC=1.CN(C=O)C. The product is [Cl:1][C:2]1[CH:32]=[CH:31][C:5]([CH2:6][N:7]2[C:12](=[N:13][C:14]3[CH:19]=[CH:18][C:17]([C:34]#[C:33][CH:35]4[CH2:37][CH2:36]4)=[C:16]([CH3:21])[CH:15]=3)[NH:11][C:10](=[O:22])[N:9]([CH2:23][C@@H:24]([C:26]([O:28][CH3:29])=[O:27])[CH3:25])[C:8]2=[O:30])=[CH:4][CH:3]=1. The yield is 0.840. (2) The reactants are [NH2:1][C:2]1[CH:30]=[CH:29][C:5]([O:6][C:7]2[CH:12]=[CH:11][N:10]=[C:9]([NH:13][C:14]([N:16]3[CH2:21][CH2:20][CH:19]([N:22]4[CH2:27][CH2:26][N:25]([CH3:28])[CH2:24][CH2:23]4)[CH2:18][CH2:17]3)=[O:15])[CH:8]=2)=[C:4]([F:31])[CH:3]=1.[F:32][C:33]1[CH:38]=[CH:37][C:36]([CH2:39][C:40]([N:42]=[C:43]=[O:44])=[O:41])=[CH:35][CH:34]=1. The catalyst is O1CCCC1. The product is [F:31][C:4]1[CH:3]=[C:2]([NH:1][C:43]([NH:42][C:40](=[O:41])[CH2:39][C:36]2[CH:37]=[CH:38][C:33]([F:32])=[CH:34][CH:35]=2)=[O:44])[CH:30]=[CH:29][C:5]=1[O:6][C:7]1[CH:12]=[CH:11][N:10]=[C:9]([NH:13][C:14]([N:16]2[CH2:21][CH2:20][CH:19]([N:22]3[CH2:23][CH2:24][N:25]([CH3:28])[CH2:26][CH2:27]3)[CH2:18][CH2:17]2)=[O:15])[CH:8]=1. The yield is 0.0710.